Dataset: Forward reaction prediction with 1.9M reactions from USPTO patents (1976-2016). Task: Predict the product of the given reaction. (1) Given the reactants [Br:1][C:2]1[CH:7]=[C:6]([NH2:8])[CH:5]=[CH:4][N:3]=1.C([O-])(=O)C.[Na+].[I:14]Cl, predict the reaction product. The product is: [Br:1][C:2]1[CH:7]=[C:6]([NH2:8])[C:5]([I:14])=[CH:4][N:3]=1. (2) Given the reactants C(=O)([O-])[O-].[K+].[K+].[CH2:7]([OH:14])[C:8]1[CH:13]=[CH:12][CH:11]=[CH:10][CH:9]=1.F[C:16]1[CH:21]=[CH:20][C:19]([N+:22]([O-:24])=[O:23])=[C:18]([CH3:25])[C:17]=1[F:26], predict the reaction product. The product is: [CH2:7]([O:14][C:16]1[CH:21]=[CH:20][C:19]([N+:22]([O-:24])=[O:23])=[C:18]([CH3:25])[C:17]=1[F:26])[C:8]1[CH:13]=[CH:12][CH:11]=[CH:10][CH:9]=1. (3) Given the reactants [F:1][C:2]1[CH:8]=[CH:7][C:5]([NH2:6])=[CH:4][CH:3]=1.[CH:9]([CH:13]([C:19](OCC)=[O:20])[C:14](OCC)=[O:15])([CH2:11][CH3:12])[CH3:10], predict the reaction product. The product is: [CH:9]([C:13]1[C:14](=[O:15])[NH:6][C:5]2[C:7]([C:19]=1[OH:20])=[CH:8][C:2]([F:1])=[CH:3][CH:4]=2)([CH2:11][CH3:12])[CH3:10]. (4) Given the reactants C([N:14]1[CH2:17][CH:16]([CH2:18][C:19]2[C:27]3[C:22](=[CH:23][CH:24]=[C:25]([C:28]#N)[CH:26]=3)[NH:21][CH:20]=2)[CH2:15]1)(C1C=CC=CC=1)C1C=CC=CC=1.C([O-])=O.[NH4+], predict the reaction product. The product is: [NH:14]1[CH2:17][CH:16]([CH2:18][C:19]2[C:27]3[C:22](=[CH:23][CH:24]=[C:25]([CH3:28])[CH:26]=3)[NH:21][CH:20]=2)[CH2:15]1. (5) Given the reactants [H-].[Na+].[F:3][C:4]1[CH:11]=[CH:10][C:7]([CH2:8][OH:9])=[CH:6][CH:5]=1.[N+]([C:15]1[CH:20]=[CH:19][N+:18]([O-:21])=[CH:17][CH:16]=1)([O-])=O, predict the reaction product. The product is: [F:3][C:4]1[CH:11]=[CH:10][C:7]([CH2:8][O:9][C:15]2[CH:20]=[CH:19][N+:18]([O-:21])=[CH:17][CH:16]=2)=[CH:6][CH:5]=1.